Dataset: Drug-target binding data from BindingDB using IC50 measurements. Task: Regression. Given a target protein amino acid sequence and a drug SMILES string, predict the binding affinity score between them. We predict pIC50 (pIC50 = -log10(IC50 in M); higher means more potent). Dataset: bindingdb_ic50. The small molecule is COc1ccc(C2/C=C\CN(C(=O)c3ccccc3)CC(=O)N2Cc2ccc(F)cc2)cc1. The target protein (P22696) has sequence MPSDVASRTGLPTPWTVRYSKSKKREYFFNPETKHSQWEEPEGTNKDQLHKHLRDHPVRVRCLHILIKHKDSRRPASHRSENITISKQDATDELKTLITRLDDDSKTNSFEALAKERSDCSSYKRGGDLGWFGRGEMQPSFEDAAFQLKVGEVSDIVESGSGVHVIKRVG. The pIC50 is 5.0.